This data is from Peptide-MHC class I binding affinity with 185,985 pairs from IEDB/IMGT. The task is: Regression. Given a peptide amino acid sequence and an MHC pseudo amino acid sequence, predict their binding affinity value. This is MHC class I binding data. (1) The peptide sequence is PYLTQYAIIM. The MHC is H-2-Kd with pseudo-sequence H-2-Kd. The binding affinity (normalized) is 0.250. (2) The binding affinity (normalized) is 0.449. The MHC is HLA-A33:01 with pseudo-sequence HLA-A33:01. The peptide sequence is SFIEDLLFNK. (3) The peptide sequence is ITEAELTGY. The MHC is HLA-A26:01 with pseudo-sequence HLA-A26:01. The binding affinity (normalized) is 0.166. (4) The peptide sequence is KIGVICSSY. The MHC is HLA-B08:01 with pseudo-sequence HLA-B08:01. The binding affinity (normalized) is 0.0847. (5) The MHC is HLA-A26:01 with pseudo-sequence HLA-A26:01. The peptide sequence is KHNSAESAK. The binding affinity (normalized) is 0.0847. (6) The peptide sequence is FPGEKRVSK. The MHC is HLA-B40:01 with pseudo-sequence HLA-B40:01. The binding affinity (normalized) is 0.0847.